From a dataset of Full USPTO retrosynthesis dataset with 1.9M reactions from patents (1976-2016). Predict the reactants needed to synthesize the given product. Given the product [CH:42]([C:25]1[C:26]([C:36]2[CH:41]=[CH:40][CH:39]=[CH:38][CH:37]=2)=[C:27]([CH:33]([CH3:35])[CH3:34])[CH:28]=[C:29]([CH:30]([CH3:31])[CH3:32])[C:24]=1[C:16]1[C:17]([OH:22])=[CH:18][CH:19]=[CH:20][CH:21]=1)([CH3:43])[CH3:44], predict the reactants needed to synthesize it. The reactants are: CC1C(C2C=CC=CC=2)=C(C)C=C(C)C=1[C:16]1[C:17]([OH:22])=[CH:18][CH:19]=[CH:20][CH:21]=1.Br[C:24]1[C:25]([CH:42]([CH3:44])[CH3:43])=[C:26]([C:36]2[CH:41]=[CH:40][CH:39]=[CH:38][CH:37]=2)[C:27]([CH:33]([CH3:35])[CH3:34])=[CH:28][C:29]=1[CH:30]([CH3:32])[CH3:31].